Predict the reaction yield, written as a fraction of the theoretical maximum amount of product (1.0 means a 100% yield; for example, 0.34 means a 34% yield). From a dataset of Reaction yield outcomes from USPTO patents with 853,638 reactions. (1) The reactants are [CH2:1]([O:8][C:9]1[CH:26]=[CH:25][C:24]2[C@@H:23]3[C@H:14]([C@H:15]4[C@@:19]([CH2:21][CH2:22]3)([CH3:20])[C:18]3(OCC[O:27]3)[CH:17]=[CH:16]4)[CH2:13][CH2:12][C:11]=2[CH:10]=1)[C:2]1[CH:7]=[CH:6][CH:5]=[CH:4][CH:3]=1.CC1C=CC(S(O)(=O)=O)=CC=1.C([O-])(O)=O.[Na+]. The catalyst is CC(C)=O.O. The product is [CH2:1]([O:8][C:9]1[CH:26]=[CH:25][C:24]2[C@@H:23]3[C@H:14]([C@H:15]4[C@@:19]([CH2:21][CH2:22]3)([CH3:20])[C:18](=[O:27])[CH:17]=[CH:16]4)[CH2:13][CH2:12][C:11]=2[CH:10]=1)[C:2]1[CH:3]=[CH:4][CH:5]=[CH:6][CH:7]=1. The yield is 0.520. (2) The reactants are C([Li])CCC.C(NC(C)C)(C)C.[Br:13][C:14]1[CH:19]=[CH:18][N:17]=[C:16]2[N:20]([S:23]([C:26]3[CH:31]=[CH:30][CH:29]=[CH:28][CH:27]=3)(=[O:25])=[O:24])[CH:21]=[CH:22][C:15]=12.CN(C)[CH:34]=[O:35]. The catalyst is O1CCCC1. The product is [Br:13][C:14]1[CH:19]=[CH:18][N:17]=[C:16]2[N:20]([S:23]([C:26]3[CH:31]=[CH:30][CH:29]=[CH:28][CH:27]=3)(=[O:25])=[O:24])[C:21]([CH:34]=[O:35])=[CH:22][C:15]=12. The yield is 0.660. (3) The reactants are [O:1]=[C:2]1[CH:24]=[C:23]([CH:25]2[CH2:30][CH2:29][N:28](C(OC(C)(C)C)=O)[CH2:27][CH2:26]2)[N:5]2[N:6]=[C:7]3[C:12]([C:11]([C:13]4[CH:18]=[CH:17][C:16]([C:19]([F:22])([F:21])[F:20])=[CH:15][CH:14]=4)=[CH:10][CH:9]=[CH:8]3)=[C:4]2[NH:3]1.[ClH:38]. The catalyst is O1CCOCC1. The product is [ClH:38].[NH:28]1[CH2:29][CH2:30][CH:25]([C:23]2[N:5]3[N:6]=[C:7]4[C:12]([C:11]([C:13]5[CH:14]=[CH:15][C:16]([C:19]([F:20])([F:22])[F:21])=[CH:17][CH:18]=5)=[CH:10][CH:9]=[CH:8]4)=[C:4]3[NH:3][C:2](=[O:1])[CH:24]=2)[CH2:26][CH2:27]1. The yield is 0.840. (4) The reactants are CC1C=CC(S(Cl)(=O)=O)=CC=1.[CH2:12]([OH:20])[CH2:13][C:14]#[C:15][CH2:16][CH2:17][CH2:18][CH3:19].N1C=CC=CC=1.CC1C=CC(S(OCCC#CCCCC)(=O)=O)=CC=1.[O:46]=[CH:47][C:48]1[CH:56]=[CH:55][C:53](O)=[C:50]([O:51][CH3:52])[CH:49]=1. The catalyst is C(Cl)Cl. The product is [CH3:52][O:51][C:50]1[CH:49]=[C:48]([CH:56]=[CH:55][C:53]=1[O:20][CH2:12][CH2:13][C:14]#[C:15][CH2:16][CH2:17][CH2:18][CH3:19])[CH:47]=[O:46]. The yield is 0.160.